This data is from Catalyst prediction with 721,799 reactions and 888 catalyst types from USPTO. The task is: Predict which catalyst facilitates the given reaction. Reactant: [C:1]1(=[O:7])[O:6][C:4](=[O:5])[CH2:3][CH2:2]1.ClC(Cl)C(Cl)Cl.[Al+3].[Cl-].[Cl-].[Cl-].[CH3:18][C:19]1[CH:24]=[CH:23][CH:22]=[CH:21][C:20]=1[O:25][CH3:26].Cl. Product: [CH3:26][O:25][C:20]1[CH:21]=[CH:22][C:23]([C:4](=[O:5])[CH2:3][CH2:2][C:1]([OH:6])=[O:7])=[CH:24][C:19]=1[CH3:18]. The catalyst class is: 229.